This data is from Forward reaction prediction with 1.9M reactions from USPTO patents (1976-2016). The task is: Predict the product of the given reaction. (1) Given the reactants C([O:8][C@H:9]1[C@H:15]([O:16]CC2C=CC=CC=2)[C@@H:14]([O:24]CC2C=CC=CC=2)[C@:13]2([C:33]3[CH:38]=[CH:37][C:36]([Cl:39])=[C:35]([CH2:40][C:41]4[CH:46]=[CH:45][C:44]([O:47][CH2:48][CH3:49])=[C:43]([F:50])[C:42]=4[F:51])[CH:34]=3)[O:32][C@@:10]1([CH:52]([OH:54])[CH3:53])[CH2:11][O:12]2)C1C=CC=CC=1.ClC1C=CC=CC=1Cl, predict the reaction product. The product is: [Cl:39][C:36]1[CH:37]=[CH:38][C:33]([C@@:13]23[O:32][C@@:10]([CH:52]([OH:54])[CH3:53])([CH2:11][O:12]2)[C@@H:9]([OH:8])[C@H:15]([OH:16])[C@H:14]3[OH:24])=[CH:34][C:35]=1[CH2:40][C:41]1[CH:46]=[CH:45][C:44]([O:47][CH2:48][CH3:49])=[C:43]([F:50])[C:42]=1[F:51]. (2) Given the reactants Cl[CH2:2][C:3]1[N:7]2[CH:8]=[CH:9][CH:10]=[CH:11][C:6]2=[N:5][C:4]=1[C:12]1[CH:17]=[CH:16][CH:15]=[CH:14][C:13]=1[N+:18]([O-])=O.[CH2:21]([N:23](CC)[CH2:24]C)C.CNC.C1COCC1, predict the reaction product. The product is: [CH3:21][N:23]([CH2:2][C:3]1[N:7]2[CH:8]=[CH:9][CH:10]=[CH:11][C:6]2=[N:5][C:4]=1[C:12]1[CH:17]=[CH:16][CH:15]=[CH:14][C:13]=1[NH2:18])[CH3:24]. (3) Given the reactants [OH-].[Na+].Cl[CH2:4][C@H:5]([C:7]1[CH:12]=[CH:11][C:10]([F:13])=[CH:9][CH:8]=1)[OH:6], predict the reaction product. The product is: [F:13][C:10]1[CH:11]=[CH:12][C:7]([C@H:5]2[CH2:4][O:6]2)=[CH:8][CH:9]=1. (4) The product is: [F:9][C:8]([F:11])([F:10])[C:7]([C:4]1[O:5][CH:6]=[C:2]([C:20]2[CH:21]=[C:16]([CH:17]=[CH:18][CH:19]=2)[C:13]([OH:15])=[O:14])[CH:3]=1)=[O:12]. Given the reactants Br[C:2]1[CH:3]=[C:4]([C:7](=[O:12])[C:8]([F:11])([F:10])[F:9])[O:5][CH:6]=1.[C:13]([C:16]1[CH:17]=[C:18](B(O)O)[CH:19]=[CH:20][CH:21]=1)([OH:15])=[O:14], predict the reaction product. (5) Given the reactants [CH:1]([C:3]1[O:7][C:6]([C:8]2[CH:13]=[CH:12][C:11]([S:14]([NH2:17])(=[O:16])=[O:15])=[CH:10][CH:9]=2)=[CH:5][CH:4]=1)=O.[Cl:18][C:19]1[CH:20]=[C:21]2[C:25](=[CH:26][CH:27]=1)[NH:24][C:23](=[O:28])[CH2:22]2.N1CCCCC1, predict the reaction product. The product is: [Cl:18][C:19]1[CH:20]=[C:21]2[C:25](=[CH:26][CH:27]=1)[NH:24][C:23](=[O:28])[C:22]2=[CH:1][C:3]1[O:7][C:6]([C:8]2[CH:9]=[CH:10][C:11]([S:14]([NH2:17])(=[O:15])=[O:16])=[CH:12][CH:13]=2)=[CH:5][CH:4]=1. (6) Given the reactants O[CH2:2][C:3]1([NH:6][C:7](=[O:13])[O:8][C:9]([CH3:12])([CH3:11])[CH3:10])[CH2:5][CH2:4]1.C1(P(C2C=CC=CC=2)C2C=CC=CC=2)C=CC=CC=1.C(Br)(Br)(Br)[Br:34], predict the reaction product. The product is: [Br:34][CH2:2][C:3]1([NH:6][C:7](=[O:13])[O:8][C:9]([CH3:12])([CH3:11])[CH3:10])[CH2:5][CH2:4]1. (7) Given the reactants CC1=C(C)C(OC1=O)=O.[NH2:10][CH2:11][CH2:12][C:13]12[CH2:19][CH:16]([CH2:17][CH2:18]1)[CH:15]=[CH:14]2, predict the reaction product. The product is: [C:11]([CH2:12][C:13]12[CH2:19][CH:16]([CH2:17][CH2:18]1)[CH:15]=[CH:14]2)#[N:10]. (8) The product is: [Cl:19][C:20]1[CH:21]=[C:22]([N:27]2[CH2:32][CH2:31][N:30]([CH2:17][CH2:16][CH2:15][C:9]3[CH:10]=[C:11]([CH2:12][CH2:13][CH3:14])[N:7]([C:1]4[CH:6]=[CH:5][CH:4]=[CH:3][CH:2]=4)[N:8]=3)[CH2:29][CH2:28]2)[CH:23]=[CH:24][C:25]=1[Cl:26]. Given the reactants [C:1]1([N:7]2[C:11]([CH2:12][CH2:13][CH3:14])=[CH:10][C:9]([CH2:15][CH2:16][CH:17]=O)=[N:8]2)[CH:6]=[CH:5][CH:4]=[CH:3][CH:2]=1.[Cl:19][C:20]1[CH:21]=[C:22]([N:27]2[CH2:32][CH2:31][NH:30][CH2:29][CH2:28]2)[CH:23]=[CH:24][C:25]=1[Cl:26].CCN(C(C)C)C(C)C.[BH-](OC(C)=O)(OC(C)=O)OC(C)=O.[Na+], predict the reaction product. (9) Given the reactants [CH3:1][C:2]1[CH:7]=[CH:6][C:5]([C:8]2[N:9]=[C:10]([C:21](O)=[O:22])[N:11]([CH3:20])[C:12]=2[C:13]2[CH:18]=[CH:17][C:16]([CH3:19])=[CH:15][CH:14]=2)=[CH:4][CH:3]=1.[NH2:24][N:25]1[CH2:30][CH2:29][CH2:28][CH2:27][CH2:26]1.N1CCCCC1.C1CN([P+](ON2N=NC3C=CC=CC2=3)(N2CCCC2)N2CCCC2)CC1.F[P-](F)(F)(F)(F)F.CCN(C(C)C)C(C)C, predict the reaction product. The product is: [N:25]1([NH:24][C:21]([C:10]2[N:11]([CH3:20])[C:12]([C:13]3[CH:18]=[CH:17][C:16]([CH3:19])=[CH:15][CH:14]=3)=[C:8]([C:5]3[CH:6]=[CH:7][C:2]([CH3:1])=[CH:3][CH:4]=3)[N:9]=2)=[O:22])[CH2:30][CH2:29][CH2:28][CH2:27][CH2:26]1.